The task is: Predict the product of the given reaction.. This data is from Forward reaction prediction with 1.9M reactions from USPTO patents (1976-2016). Given the reactants [CH3:1][C:2]([CH3:21])([CH3:20])[C:3]([C:5]1[N:9]([CH2:10][C:11](O)=[O:12])[C:8]2[CH:14]=[CH:15][C:16]([O:18][CH3:19])=[CH:17][C:7]=2[N:6]=1)=[O:4].[CH2:22]([NH:24][C:25]1[S:26][CH:27]=[CH:28][N:29]=1)[CH3:23].C1C=CC2N(O)N=NC=2C=1.CCN(C(C)C)C(C)C, predict the reaction product. The product is: [CH3:21][C:2]([CH3:20])([CH3:1])[C:3]([C:5]1[N:9]([CH2:10][C:11]([N:24]([CH2:22][CH3:23])[C:25]2[S:26][CH:27]=[CH:28][N:29]=2)=[O:12])[C:8]2[CH:14]=[CH:15][C:16]([O:18][CH3:19])=[CH:17][C:7]=2[N:6]=1)=[O:4].